From a dataset of Reaction yield outcomes from USPTO patents with 853,638 reactions. Predict the reaction yield, written as a fraction of the theoretical maximum amount of product (1.0 means a 100% yield; for example, 0.34 means a 34% yield). The reactants are [CH3:1][C:2]1[CH:3]=[CH:4][C:5]([N+:11]([O-:13])=[O:12])=[C:6]([CH:10]=1)[C:7]([OH:9])=O.C(Cl)(=O)C(Cl)=O.[NH2:20][C:21]1[CH:26]=[CH:25][C:24]([Cl:27])=[CH:23][N:22]=1.N1C=CC=CC=1. The catalyst is ClCCl.CN(C)C=O. The product is [Cl:27][C:24]1[CH:25]=[CH:26][C:21]([NH:20][C:7]([C:6]2[CH:10]=[C:2]([CH3:1])[CH:3]=[CH:4][C:5]=2[N+:11]([O-:13])=[O:12])=[O:9])=[N:22][CH:23]=1. The yield is 0.920.